Dataset: Reaction yield outcomes from USPTO patents with 853,638 reactions. Task: Predict the reaction yield, written as a fraction of the theoretical maximum amount of product (1.0 means a 100% yield; for example, 0.34 means a 34% yield). (1) The reactants are Br[C:2]1[C:11]2[C:6](=[CH:7][CH:8]=[CH:9][CH:10]=2)[C:5]([C:8]2[CH:9]=[CH:10][C:11]3[C:6](=[CH:5][CH:4]=[CH:3][CH:2]=3)[CH:7]=2)=[CH:4][CH:3]=1.[CH3:22][CH2:23][CH2:24][CH2:25][CH2:26][CH3:27].[CH2:28]([Li])[CH2:29][CH2:30][CH3:31].[B:33](OC(C)C)([O:38]C(C)C)[O:34]C(C)C.Cl. The catalyst is C(OCC)C.C1(C)C=CC=CC=1. The product is [CH:24]1[C:23]2[C:28](=[CH:29][CH:30]=[CH:31][CH:22]=2)[CH:27]=[CH:26][C:25]=1[C:5]1[C:6]2[C:11](=[CH:10][CH:9]=[CH:8][CH:7]=2)[C:2]([B:33]([OH:38])[OH:34])=[CH:3][CH:4]=1. The yield is 0.620. (2) The reactants are [Cl:1][C:2]1[C:10]2[C:9]([S:11][CH2:12][C:13]([O:15]C)=[O:14])=[N:8][CH:7]=[N:6][C:5]=2[S:4][C:3]=1[CH:17]([CH3:19])[CH3:18].[OH-].[Na+]. The catalyst is C1COCC1. The product is [Cl:1][C:2]1[C:10]2[C:9]([S:11][CH2:12][C:13]([OH:15])=[O:14])=[N:8][CH:7]=[N:6][C:5]=2[S:4][C:3]=1[CH:17]([CH3:19])[CH3:18]. The yield is 0.940. (3) The reactants are C(O[C:6](=O)[N:7]([C:9]1[CH:10]=[N:11][CH:12]=[C:13]([C:15]([C:17]2[C:25]3[CH:24]=[N:23][CH:22]=[N:21][C:20]=3[N:19]([C:26]([CH3:29])([CH3:28])[CH3:27])[CH:18]=2)=[O:16])[CH:14]=1)C)(C)(C)C.Cl. The catalyst is O1CCOCC1. The product is [C:26]([N:19]1[C:20]2[N:21]=[CH:22][N:23]=[CH:24][C:25]=2[C:17]([C:15]([C:13]2[CH:12]=[N:11][CH:10]=[C:9]([NH:7][CH3:6])[CH:14]=2)=[O:16])=[CH:18]1)([CH3:29])([CH3:28])[CH3:27]. The yield is 1.00. (4) The reactants are Cl[C:2]1[N:7]=[C:6]([C:8]2[CH:9]=[N:10][N:11]3[CH2:16][CH2:15][CH2:14][CH2:13][C:12]=23)[CH:5]=[CH:4][N:3]=1.O.C1(C)C=CC(S(O)(=O)=O)=CC=1.[Br:29][C:30]1[C:36]([N+:37]([O-:39])=[O:38])=[CH:35][C:33]([NH2:34])=[C:32]([O:40][CH3:41])[CH:31]=1. The catalyst is CC(O)CCC. The product is [Br:29][C:30]1[C:36]([N+:37]([O-:39])=[O:38])=[CH:35][C:33]([NH:34][C:2]2[N:7]=[C:6]([C:8]3[CH:9]=[N:10][N:11]4[CH2:16][CH2:15][CH2:14][CH2:13][C:12]=34)[CH:5]=[CH:4][N:3]=2)=[C:32]([O:40][CH3:41])[CH:31]=1. The yield is 0.590. (5) The reactants are CN(C(ON1N=NC2C=CC=NC1=2)=[N+](C)C)C.F[P-](F)(F)(F)(F)F.[NH:25]1[CH2:30][CH2:29][NH:28][CH2:27][C:26]1=[O:31].[CH3:32][O:33][C:34]1[CH:35]=[CH:36][C:37]2[N:41]([CH3:42])[C:40](=[O:43])[N:39]([CH2:44][C@H:45]3[CH2:50][CH2:49][C@H:48]([C:51](O)=[O:52])[CH2:47][CH2:46]3)[C:38]=2[CH:54]=1.O. The catalyst is CN(C=O)C.CCOC(C)=O.CO. The product is [CH3:32][O:33][C:34]1[CH:35]=[CH:36][C:37]2[N:41]([CH3:42])[C:40](=[O:43])[N:39]([CH2:44][C@H:45]3[CH2:46][CH2:47][C@H:48]([C:51]([N:28]4[CH2:29][CH2:30][NH:25][C:26](=[O:31])[CH2:27]4)=[O:52])[CH2:49][CH2:50]3)[C:38]=2[CH:54]=1. The yield is 0.590. (6) The reactants are [CH3:1][Si:2]([CH3:9])([CH3:8])N[Si:2]([CH3:9])([CH3:8])[CH3:1].[CH3:10][CH:11]1[C:15](=[O:16])[CH2:14][CH2:13][C:12]1=[O:17]. The catalyst is N1C=CN=C1. The product is [CH3:10][C:11]1[C:15](=[O:16])[CH2:14][CH2:13][C:12]=1[O:17][Si:2]([CH3:9])([CH3:8])[CH3:1]. The yield is 0.980.